From a dataset of Reaction yield outcomes from USPTO patents with 853,638 reactions. Predict the reaction yield, written as a fraction of the theoretical maximum amount of product (1.0 means a 100% yield; for example, 0.34 means a 34% yield). (1) The yield is 1.00. The product is [C:10]([CH2:9][CH2:8][NH:7][C:5](=[O:6])[C:4]1[CH:13]=[CH:14][CH:15]=[C:2]([NH:1][C:21]([NH:34][N:33]=[C:35]([C:37]2[C:41]([OH:42])=[C:40]([C:43]3[CH:44]=[CH:45][C:46]([C:49]([F:52])([F:51])[F:50])=[CH:47][CH:48]=3)[N:39]([CH3:53])[N:38]=2)[CH3:36])=[S:22])[CH:3]=1)(=[O:12])[NH2:11]. The catalyst is O. The reactants are [NH2:1][C:2]1[CH:3]=[C:4]([CH:13]=[CH:14][CH:15]=1)[C:5]([NH:7][CH2:8][CH2:9][C:10](=[O:12])[NH2:11])=[O:6].CN(C)C=O.[C:21](N1C=CN=C1)(N1C=CN=C1)=[S:22].[N:33](=[C:35]([C:37]1[C:41]([OH:42])=[C:40]([C:43]2[CH:48]=[CH:47][C:46]([C:49]([F:52])([F:51])[F:50])=[CH:45][CH:44]=2)[N:39]([CH3:53])[N:38]=1)[CH3:36])[NH2:34]. (2) The reactants are [F:1][C:2]1[CH:10]=[C:9]2[C:5]([CH:6]=[N:7][N:8]2[C:11]([O:13][C:14]([CH3:17])([CH3:16])[CH3:15])=[O:12])=[CH:4][C:3]=1[CH:18]=[O:19].[BH4-].[Na+]. The catalyst is CO.O.CCOC(C)=O. The product is [OH:19][CH2:18][C:3]1[CH:4]=[C:5]2[C:9](=[CH:10][C:2]=1[F:1])[N:8]([C:11]([O:13][C:14]([CH3:17])([CH3:16])[CH3:15])=[O:12])[N:7]=[CH:6]2. The yield is 0.839. (3) The reactants are [F:1][C:2]1[CH:7]=[CH:6][CH:5]=[CH:4][C:3]=1[C:8]1[NH:9][CH:10]=[C:11]2[C:16]=1[CH2:15][CH2:14][CH2:13][C:12]2=[O:17].[H-].[Na+].[F:20][C:21]1[CH:22]=[C:23]([S:27](Cl)(=[O:29])=[O:28])[CH:24]=[CH:25][CH:26]=1.O. The catalyst is CN(C)C=O. The product is [F:1][C:2]1[CH:7]=[CH:6][CH:5]=[CH:4][C:3]=1[C:8]1[N:9]([S:27]([C:23]2[CH:24]=[CH:25][CH:26]=[C:21]([F:20])[CH:22]=2)(=[O:29])=[O:28])[CH:10]=[C:11]2[C:16]=1[CH2:15][CH2:14][CH2:13][C:12]2=[O:17]. The yield is 0.485. (4) The reactants are C1(C(C2C=CC=CC=2)[N:8]2[C:16]3[C:11](=[CH:12][CH:13]=[CH:14][CH:15]=3)[C:10]3([C:20]4[CH:21]=[C:22]5[C:27](=[CH:28][C:19]=4[O:18][CH2:17]3)[O:26][CH2:25][CH2:24][CH2:23]5)[C:9]2=[O:29])C=CC=CC=1.C([SiH](CC)CC)C. The catalyst is FC(F)(F)C(O)=O.O. The product is [NH:8]1[C:16]2[C:11](=[CH:12][CH:13]=[CH:14][CH:15]=2)[C:10]2([C:20]3[CH:21]=[C:22]4[C:27](=[CH:28][C:19]=3[O:18][CH2:17]2)[O:26][CH2:25][CH2:24][CH2:23]4)[C:9]1=[O:29]. The yield is 0.630.